This data is from Forward reaction prediction with 1.9M reactions from USPTO patents (1976-2016). The task is: Predict the product of the given reaction. (1) Given the reactants FC(F)(F)C(O)=O.[CH:8]1([NH:11][C:12]([C:14]2[N:15]=[N:16][N:17]([C:46]3[CH:51]=[CH:50][C:49]([C:52]([NH:54][CH2:55][CH3:56])=[O:53])=[CH:48][CH:47]=3)[C:18]=2[CH2:19][NH:20][CH2:21][C:22]2[N:23](C(C3C=CC=CC=3)(C3C=CC=CC=3)C3C=CC=CC=3)[CH:24]=[CH:25][N:26]=2)=[O:13])[CH2:10][CH2:9]1, predict the reaction product. The product is: [CH:8]1([NH:11][C:12]([C:14]2[N:15]=[N:16][N:17]([C:46]3[CH:47]=[CH:48][C:49]([C:52]([NH:54][CH2:55][CH3:56])=[O:53])=[CH:50][CH:51]=3)[C:18]=2[CH2:19][NH:20][CH2:21][C:22]2[NH:26][CH:25]=[CH:24][N:23]=2)=[O:13])[CH2:9][CH2:10]1. (2) Given the reactants [OH:1][CH2:2][C:3]1[NH:4][CH:5]=[C:6]([O:10][CH2:11][C:12]2[CH:17]=[CH:16][C:15]([O:18][CH3:19])=[CH:14][CH:13]=2)[C:7](=[O:9])[CH:8]=1.[CH3:20][O:21][C:22]1[CH:29]=[CH:28][C:25]([CH2:26]Cl)=[CH:24][CH:23]=1.C(=O)([O-])[O-].[K+].[K+].Cl, predict the reaction product. The product is: [CH3:20][O:21][C:22]1[CH:29]=[CH:28][C:25]([CH2:26][O:9][C:7]2[C:6]([O:10][CH2:11][C:12]3[CH:13]=[CH:14][C:15]([O:18][CH3:19])=[CH:16][CH:17]=3)=[CH:5][N:4]=[C:3]([CH2:2][OH:1])[CH:8]=2)=[CH:24][CH:23]=1. (3) Given the reactants [F:1][C:2]1[CH:3]=[C:4]([C:9]2([O:15][CH3:16])[CH2:13][CH2:12][N:11]([CH3:14])[CH2:10]2)[CH:5]=[CH:6][C:7]=1[F:8].ClC1C=C(C=CC=1)C(OO)=[O:22], predict the reaction product. The product is: [F:1][C:2]1[CH:3]=[C:4]([C:9]2([O:15][CH3:16])[CH2:13][CH2:12][N+:11]([O-:22])([CH3:14])[CH2:10]2)[CH:5]=[CH:6][C:7]=1[F:8].